From a dataset of Full USPTO retrosynthesis dataset with 1.9M reactions from patents (1976-2016). Predict the reactants needed to synthesize the given product. Given the product [CH2:21]([O:28][C:29]1[N:30]=[C:31]([N:17]2[CH2:18][CH2:19][CH:14]([N:10]3[CH2:9][CH2:8][C:7]4[CH:20]=[C:3]([O:2][CH3:1])[CH:4]=[CH:5][C:6]=4[NH:12][C:11]3=[O:13])[CH2:15][CH2:16]2)[CH:32]=[C:33]([C:35]([C:37]2[CH:47]=[C:46]([CH3:48])[C:40]3[N:41]([CH3:45])[C:42](=[O:44])[O:43][C:39]=3[CH:38]=2)=[O:36])[CH:34]=1)[C:22]1[CH:23]=[CH:24][CH:25]=[CH:26][CH:27]=1, predict the reactants needed to synthesize it. The reactants are: [CH3:1][O:2][C:3]1[CH:4]=[CH:5][C:6]2[NH:12][C:11](=[O:13])[N:10]([CH:14]3[CH2:19][CH2:18][NH:17][CH2:16][CH2:15]3)[CH2:9][CH2:8][C:7]=2[CH:20]=1.[CH2:21]([O:28][C:29]1[CH:34]=[C:33]([C:35]([C:37]2[CH:47]=[C:46]([CH3:48])[C:40]3[N:41]([CH3:45])[C:42](=[O:44])[O:43][C:39]=3[CH:38]=2)=[O:36])[CH:32]=[C:31](Cl)[N:30]=1)[C:22]1[CH:27]=[CH:26][CH:25]=[CH:24][CH:23]=1.